From a dataset of NCI-60 drug combinations with 297,098 pairs across 59 cell lines. Regression. Given two drug SMILES strings and cell line genomic features, predict the synergy score measuring deviation from expected non-interaction effect. Drug 1: CC1C(C(=O)NC(C(=O)N2CCCC2C(=O)N(CC(=O)N(C(C(=O)O1)C(C)C)C)C)C(C)C)NC(=O)C3=C4C(=C(C=C3)C)OC5=C(C(=O)C(=C(C5=N4)C(=O)NC6C(OC(=O)C(N(C(=O)CN(C(=O)C7CCCN7C(=O)C(NC6=O)C(C)C)C)C)C(C)C)C)N)C. Drug 2: C1=CN(C(=O)N=C1N)C2C(C(C(O2)CO)O)O.Cl. Cell line: DU-145. Synergy scores: CSS=26.6, Synergy_ZIP=1.02, Synergy_Bliss=5.03, Synergy_Loewe=2.98, Synergy_HSA=5.48.